From a dataset of NCI-60 drug combinations with 297,098 pairs across 59 cell lines. Regression. Given two drug SMILES strings and cell line genomic features, predict the synergy score measuring deviation from expected non-interaction effect. Drug 1: CCCS(=O)(=O)NC1=C(C(=C(C=C1)F)C(=O)C2=CNC3=C2C=C(C=N3)C4=CC=C(C=C4)Cl)F. Drug 2: CCC1(C2=C(COC1=O)C(=O)N3CC4=CC5=C(C=CC(=C5CN(C)C)O)N=C4C3=C2)O.Cl. Cell line: SF-539. Synergy scores: CSS=24.7, Synergy_ZIP=-3.88, Synergy_Bliss=-3.84, Synergy_Loewe=-27.9, Synergy_HSA=-4.02.